Predict the reaction yield, written as a fraction of the theoretical maximum amount of product (1.0 means a 100% yield; for example, 0.34 means a 34% yield). From a dataset of Reaction yield outcomes from USPTO patents with 853,638 reactions. The reactants are [Cl:1][C:2]1[CH:3]=[C:4]([CH:8]=[CH:9][CH:10]=1)[CH2:5][Mg]Cl.CCOCC.[C:16](#[N:18])[CH3:17].[H-].[Al+3].[Li+].[H-].[H-].[H-]. The catalyst is C1COCC1. The product is [Cl:1][C:2]1[CH:3]=[C:4]([CH2:5][CH:16]([NH2:18])[CH3:17])[CH:8]=[CH:9][CH:10]=1. The yield is 0.110.